Dataset: Forward reaction prediction with 1.9M reactions from USPTO patents (1976-2016). Task: Predict the product of the given reaction. (1) Given the reactants [Cl:1][C:2]1[CH:24]=[C:23]([Cl:25])[CH:22]=[CH:21][C:3]=1[CH2:4][C:5]1[N:14]([CH3:15])[C:13](=[O:16])[C:12]2[C:7](=[CH:8][C:9]([C:17](=[O:20])NC)=[CH:10][CH:11]=2)[N:6]=1.S(=O)(=O)(O)[OH:27], predict the reaction product. The product is: [C:17]([C:9]1[CH:8]=[C:7]2[C:12]([C:13](=[O:16])[N:14]([CH3:15])[C:5]([CH2:4][C:3]3[CH:21]=[CH:22][C:23]([Cl:25])=[CH:24][C:2]=3[Cl:1])=[N:6]2)=[CH:11][CH:10]=1)([OH:20])=[O:27]. (2) The product is: [C:12]([C:15]1[C:23]2[C:18](=[CH:19][C:20]([Br:24])=[C:21]([F:11])[CH:22]=2)[N:17]([CH2:25][C:26]([O:28][C:29]([CH3:32])([CH3:31])[CH3:30])=[O:27])[CH:16]=1)(=[O:14])[CH3:13].[C:12]([C:15]1[C:23]2[C:18](=[CH:19][C:20]([Br:24])=[C:21]([F:11])[CH:22]=2)[N:17]([CH2:25][C:26]([OH:28])=[O:27])[CH:16]=1)(=[O:14])[CH3:13]. Given the reactants BrC1C=C2C(C=CN2)=CC=1[F:11].[C:12]([C:15]1[C:23]2[C:18](=[CH:19][C:20]([Br:24])=[CH:21][CH:22]=2)[N:17]([CH2:25][C:26]([O:28][C:29]([CH3:32])([CH3:31])[CH3:30])=[O:27])[CH:16]=1)(=[O:14])[CH3:13].Cl, predict the reaction product. (3) The product is: [Cl:4][C:5]1[N:10]=[C:9]([S:11]([NH2:45])(=[O:13])=[O:12])[CH:8]=[CH:7][C:6]=1[O:20][CH2:21][C:22]([N:24]1[CH2:29][CH2:28][C:27]2[N:30]=[C:31]3[S:35][C:34]([CH3:36])=[N:33][N:32]3[C:26]=2[CH:25]1[C:37]1[CH:42]=[CH:41][C:40]([Cl:43])=[CH:39][C:38]=1[F:44])=[O:23]. Given the reactants C[O-].[Na+].[Cl:4][C:5]1[N:10]=[C:9]([S:11](CCC(OC)=O)(=[O:13])=[O:12])[CH:8]=[CH:7][C:6]=1[O:20][CH2:21][C:22]([N:24]1[CH2:29][CH2:28][C:27]2[N:30]=[C:31]3[S:35][C:34]([CH3:36])=[N:33][N:32]3[C:26]=2[CH:25]1[C:37]1[CH:42]=[CH:41][C:40]([Cl:43])=[CH:39][C:38]=1[F:44])=[O:23].[NH:45](S(O)(=O)=O)O.C([O-])(=O)C.[Na+], predict the reaction product. (4) Given the reactants [O-]P([O-])([O-])=O.[K+].[K+].[K+].[O:9]1[CH2:14][CH2:13][CH2:12][CH2:11][CH:10]1[N:15]1[C:19](B2OC(C)(C)C(C)(C)O2)=[CH:18][CH:17]=[N:16]1.[Cl:29][C:30]1[C:49](I)=[CH:48][C:33]([C:34]([NH:36][C:37]2[CH:42]=[CH:41][C:40]([O:43][C:44]([F:47])([F:46])[F:45])=[CH:39][CH:38]=2)=[O:35])=[CH:32][N:31]=1, predict the reaction product. The product is: [Cl:29][C:30]1[C:49]([C:19]2[N:15]([CH:10]3[CH2:11][CH2:12][CH2:13][CH2:14][O:9]3)[N:16]=[CH:17][CH:18]=2)=[CH:48][C:33]([C:34]([NH:36][C:37]2[CH:38]=[CH:39][C:40]([O:43][C:44]([F:45])([F:46])[F:47])=[CH:41][CH:42]=2)=[O:35])=[CH:32][N:31]=1. (5) Given the reactants [Br:1][C:2]1[CH:10]=[C:9]2[C:5]([CH:6]=[N:7][NH:8]2)=[C:4]([O:11][CH3:12])[CH:3]=1.[CH2:13]([O:20][C:21]1[CH:26]=[CH:25][C:24](B(O)O)=[CH:23][C:22]=1[F:30])[C:14]1[CH:19]=[CH:18][CH:17]=[CH:16][CH:15]=1.N1C=CC=CC=1, predict the reaction product. The product is: [Br:1][C:2]1[CH:10]=[C:9]2[C:5]([CH:6]=[N:7][N:8]2[C:24]2[CH:25]=[CH:26][C:21]([O:20][CH2:13][C:14]3[CH:15]=[CH:16][CH:17]=[CH:18][CH:19]=3)=[C:22]([F:30])[CH:23]=2)=[C:4]([O:11][CH3:12])[CH:3]=1. (6) Given the reactants Cl[C:2]1[N:7]=[C:6]([N:8]2[CH2:12][CH2:11][C@:10]([CH2:15][CH3:16])([C:13]#[N:14])[C:9]2=[O:17])[CH:5]=[CH:4][N:3]=1.Cl.Cl.[CH3:20][N:21]1[C:25]([CH3:26])=[C:24]([NH2:27])[CH:23]=[N:22]1, predict the reaction product. The product is: [CH3:20][N:21]1[C:25]([CH3:26])=[C:24]([NH:27][C:2]2[N:7]=[C:6]([N:8]3[CH2:12][CH2:11][C@:10]([CH2:15][CH3:16])([C:13]#[N:14])[C:9]3=[O:17])[CH:5]=[CH:4][N:3]=2)[CH:23]=[N:22]1. (7) Given the reactants [CH3:1][C:2]1[CH:7]=[CH:6][C:5]([CH3:8])=[CH:4][C:3]=1[C:9]1[C:10](=[O:22])[NH:11][CH:12]([CH2:15][CH:16]2[CH2:21][CH2:20][S:19][CH2:18][CH2:17]2)[C:13]=1[OH:14].C(=O)([O-])[O-].[K+].[K+].[CH2:29](Br)[C:30]1[CH:35]=[CH:34][CH:33]=[CH:32][CH:31]=1, predict the reaction product. The product is: [CH2:29]([O:14][C:13]1[CH:12]([CH2:15][CH:16]2[CH2:17][CH2:18][S:19][CH2:20][CH2:21]2)[NH:11][C:10](=[O:22])[C:9]=1[C:3]1[CH:4]=[C:5]([CH3:8])[CH:6]=[CH:7][C:2]=1[CH3:1])[C:30]1[CH:35]=[CH:34][CH:33]=[CH:32][CH:31]=1.